Task: Predict the product of the given reaction.. Dataset: Forward reaction prediction with 1.9M reactions from USPTO patents (1976-2016) (1) Given the reactants Br[C:2]1[C:10]2[C:9]([NH:11][C@H:12]([C:14]3[N:19]([C:20]4[CH:25]=[CH:24][CH:23]=[CH:22][CH:21]=4)[C:18](=[O:26])[C:17]4=[C:27]([CH3:30])[CH:28]=[CH:29][N:16]4[N:15]=3)[CH3:13])=[N:8][CH:7]=[N:6][C:5]=2[N:4]([CH2:31][O:32][CH2:33][CH2:34][Si:35]([CH3:38])([CH3:37])[CH3:36])[CH:3]=1.[OH:39][C:40]1[C:45]([O:46][CH3:47])=[CH:44][CH:43]=[CH:42][C:41]=1B(O)O.C(=O)([O-])[O-].[Na+].[Na+], predict the reaction product. The product is: [OH:39][C:40]1[C:45]([O:46][CH3:47])=[CH:44][CH:43]=[CH:42][C:41]=1[C:2]1[C:10]2[C:9]([NH:11][C@H:12]([C:14]3[N:19]([C:20]4[CH:25]=[CH:24][CH:23]=[CH:22][CH:21]=4)[C:18](=[O:26])[C:17]4=[C:27]([CH3:30])[CH:28]=[CH:29][N:16]4[N:15]=3)[CH3:13])=[N:8][CH:7]=[N:6][C:5]=2[N:4]([CH2:31][O:32][CH2:33][CH2:34][Si:35]([CH3:38])([CH3:37])[CH3:36])[CH:3]=1. (2) Given the reactants C(C1C(N)=CC=CC=1B(O)O)(OC(C)(C)C)=O.[Cl-].CC1C=C(C)C=C(C)C=1[N+]1C=CN(C2C(C)=CC(C)=CC=2C)C=1.C(=O)([O-])[O-].[Cs+].[Cs+].C(OC(=O)[NH:54][C:55]1[CH:60]=[CH:59][CH:58]=[CH:57][C:56]=1[C:61]1[CH:66]=[C:65]([NH:67][N:68]=[C:69]([C:71]2[CH:76]=[CH:75][C:74]([CH3:77])=[CH:73][CH:72]=2)[CH3:70])[N:64]=[C:63]([CH3:78])[N:62]=1)(C)(C)C, predict the reaction product. The product is: [CH3:78][C:63]1[N:62]=[C:61]([C:56]2[CH:57]=[CH:58][CH:59]=[CH:60][C:55]=2[NH2:54])[CH:66]=[C:65]([NH:67][N:68]=[C:69]([C:71]2[CH:72]=[CH:73][C:74]([CH3:77])=[CH:75][CH:76]=2)[CH3:70])[N:64]=1. (3) Given the reactants [CH:1]1[CH:2]=[CH:3][C:4]2[O:11][CH2:10][CH2:9][C:7](=O)[C:5]=2[CH:6]=1, predict the reaction product. The product is: [O:11]1[C:4]2[CH:3]=[CH:2][CH:1]=[CH:6][C:5]=2[CH2:7][CH2:9][CH2:10]1.